Task: Predict the reaction yield, written as a fraction of the theoretical maximum amount of product (1.0 means a 100% yield; for example, 0.34 means a 34% yield).. Dataset: Reaction yield outcomes from USPTO patents with 853,638 reactions The reactants are C1CCN2C(=NCCC2)CC1.[Br:12][C:13]1[CH:18]=[CH:17][C:16]([NH:19][C:20]2[C:21]([C:29]3[N:33](CCC#N)[N:32]=[N:31][N:30]=3)=[CH:22][N:23]([CH3:28])[C:24](=[O:27])[C:25]=2[CH3:26])=[C:15]([F:38])[CH:14]=1. The catalyst is C(Cl)Cl.C(OCC)(=O)C. The product is [Br:12][C:13]1[CH:18]=[CH:17][C:16]([NH:19][C:20]2[C:21]([C:29]3[NH:33][N:32]=[N:31][N:30]=3)=[CH:22][N:23]([CH3:28])[C:24](=[O:27])[C:25]=2[CH3:26])=[C:15]([F:38])[CH:14]=1. The yield is 0.770.